This data is from Reaction yield outcomes from USPTO patents with 853,638 reactions. The task is: Predict the reaction yield, written as a fraction of the theoretical maximum amount of product (1.0 means a 100% yield; for example, 0.34 means a 34% yield). (1) The reactants are [O:1]1[CH2:6][CH2:5][C:4](=O)[CH2:3][CH2:2]1.[C:8]([CH:13]=P(C1C=CC=CC=1)(C1C=CC=CC=1)C1C=CC=CC=1)([O:10][CH2:11][CH3:12])=[O:9]. The catalyst is C(#N)C. The product is [CH2:11]([O:10][C:8](=[O:9])[CH:13]=[C:4]1[CH2:5][CH2:6][O:1][CH2:2][CH2:3]1)[CH3:12]. The yield is 0.630. (2) The reactants are [O:1]1[CH2:3][CH:2]1[CH2:4][O:5][C:6]1[CH:7]=[C:8]([CH2:12][OH:13])[CH:9]=[CH:10][CH:11]=1.[CH3:14][C:15]1[C:23]2[C:22]([N:24]3[CH2:29][CH2:28][CH:27]([NH2:30])[CH2:26][CH2:25]3)=[N:21][CH:20]=[N:19][C:18]=2[S:17][C:16]=1[C:31]1[CH:36]=[CH:35][CH:34]=[CH:33][CH:32]=1. The catalyst is CC(O)C.CS(C)=O. The product is [OH:13][CH2:12][C:8]1[CH:7]=[C:6]([CH:11]=[CH:10][CH:9]=1)[O:5][CH2:4][CH:2]([OH:1])[CH2:3][NH:30][CH:27]1[CH2:28][CH2:29][N:24]([C:22]2[C:23]3[C:15]([CH3:14])=[C:16]([C:31]4[CH:36]=[CH:35][CH:34]=[CH:33][CH:32]=4)[S:17][C:18]=3[N:19]=[CH:20][N:21]=2)[CH2:25][CH2:26]1. The yield is 0.360.